Dataset: Full USPTO retrosynthesis dataset with 1.9M reactions from patents (1976-2016). Task: Predict the reactants needed to synthesize the given product. Given the product [NH2:8][C:9]1[CH:10]=[C:11]([CH:24]=[CH:25][C:26]=1[Cl:27])[CH2:12][C:13]([CH3:23])([CH2:21][CH3:22])[C:14]([O:16][C:17]([CH3:19])([CH3:20])[CH3:18])=[O:15], predict the reactants needed to synthesize it. The reactants are: C([NH:8][C:9]1[CH:10]=[C:11]([CH:24]=[CH:25][C:26]=1[Cl:27])[CH2:12][C:13]([CH3:23])([CH2:21][CH3:22])[C:14]([O:16][C:17]([CH3:20])([CH3:19])[CH3:18])=[O:15])C1C=CC=CC=1.